This data is from CYP2D6 inhibition data for predicting drug metabolism from PubChem BioAssay. The task is: Regression/Classification. Given a drug SMILES string, predict its absorption, distribution, metabolism, or excretion properties. Task type varies by dataset: regression for continuous measurements (e.g., permeability, clearance, half-life) or binary classification for categorical outcomes (e.g., BBB penetration, CYP inhibition). Dataset: cyp2d6_veith. The result is 0 (non-inhibitor). The compound is CCN(CC)CCCN(Cc1cc2ccc(C)c(C)c2[nH]c1=O)C(=O)NC1CCCCC1.